From a dataset of Reaction yield outcomes from USPTO patents with 853,638 reactions. Predict the reaction yield, written as a fraction of the theoretical maximum amount of product (1.0 means a 100% yield; for example, 0.34 means a 34% yield). (1) The reactants are [NH2:1][C:2]1[CH:7]=[CH:6][C:5]([C:8]2[N:9]([CH2:21][CH3:22])[C:10]3[C:15]([C:16]=2[C:17]#[N:18])=[CH:14][CH:13]=[C:12]([O:19][CH3:20])[CH:11]=3)=[CH:4][C:3]=1[F:23].Cl[C:25]([O:27][CH2:28][CH2:29][CH3:30])=[O:26]. The catalyst is CCOC(C)=O.C([O-])(O)=O.[Na+].O. The product is [CH2:28]([O:27][C:25](=[O:26])[NH:1][C:2]1[CH:7]=[CH:6][C:5]([C:8]2[N:9]([CH2:21][CH3:22])[C:10]3[C:15]([C:16]=2[C:17]#[N:18])=[CH:14][CH:13]=[C:12]([O:19][CH3:20])[CH:11]=3)=[CH:4][C:3]=1[F:23])[CH2:29][CH3:30]. The yield is 0.630. (2) The reactants are [N+:1]([C:4]1[CH:9]=[CH:8][C:7]([OH:10])=[CH:6][CH:5]=1)([O-:3])=[O:2].C([O-])([O-])=O.[K+].[K+].[I-].[Na+].[CH3:19][O:20][C:21](=[O:27])[CH2:22][O:23][CH2:24][CH2:25]Br. The catalyst is CC(C)=O. The product is [CH3:19][O:20][C:21](=[O:27])[CH2:22][O:23][CH2:24][CH2:25][O:10][C:7]1[CH:8]=[CH:9][C:4]([N+:1]([O-:3])=[O:2])=[CH:5][CH:6]=1. The yield is 0.436. (3) The reactants are [F:1][C:2]1[C:3]([NH:12][C:13]2[CH:18]=[CH:17][C:16]([CH2:19][CH2:20][CH2:21][OH:22])=[CH:15][C:14]=2[F:23])=[C:4]([CH:8]=[CH:9][C:10]=1[F:11])[C:5]([OH:7])=O.[NH2:24][O:25][CH2:26][CH2:27][O:28][CH:29]=[CH2:30].C[N+]1(C2N=C(OC)N=C(OC)N=2)CCOCC1.[Cl-]. No catalyst specified. The product is [F:1][C:2]1[C:3]([NH:12][C:13]2[CH:18]=[CH:17][C:16]([CH2:19][CH2:20][CH2:21][OH:22])=[CH:15][C:14]=2[F:23])=[C:4]([CH:8]=[CH:9][C:10]=1[F:11])[C:5]([NH:24][O:25][CH2:26][CH2:27][O:28][CH:29]=[CH2:30])=[O:7]. The yield is 0.460. (4) The reactants are [Cl:1][C:2]1[CH:7]=[C:6]([Cl:8])[CH:5]=[CH:4][C:3]=1[C:9]1([C:27]2[CH:32]=[CH:31][C:30]([F:33])=[CH:29][CH:28]=2)[O:13][C:12]2[CH:14]=[C:15]([F:26])[C:16]([C:18]([N:20]3[CH2:25][CH2:24][O:23][CH2:22][CH2:21]3)=O)=[CH:17][C:11]=2[O:10]1.COC1C=CC(P2(SP(C3C=CC(OC)=CC=3)(=S)S2)=[S:43])=CC=1. The catalyst is C1C=CC=CC=1. The product is [Cl:1][C:2]1[CH:7]=[C:6]([Cl:8])[CH:5]=[CH:4][C:3]=1[C:9]1([C:27]2[CH:32]=[CH:31][C:30]([F:33])=[CH:29][CH:28]=2)[O:13][C:12]2[CH:14]=[C:15]([F:26])[C:16]([C:18]([N:20]3[CH2:25][CH2:24][O:23][CH2:22][CH2:21]3)=[S:43])=[CH:17][C:11]=2[O:10]1. The yield is 0.920. (5) The reactants are [CH2:1]=[C:2]1[C:14](=[O:15])[C:13]2[C:12]3[C:7](=[CH:8][CH:9]=[CH:10][CH:11]=3)[N:6]([CH2:16][C:17]3[CH:26]=[CH:25][C:20]([C:21]([O:23][CH3:24])=[O:22])=[CH:19][CH:18]=3)[C:5]=2[CH2:4][CH2:3]1.[NH:27]1[CH2:32][CH2:31][CH2:30][CH2:29][CH2:28]1. The catalyst is C1(C)C=CC=CC=1. The product is [O:15]=[C:14]1[C:13]2[C:12]3[C:7](=[CH:8][CH:9]=[CH:10][CH:11]=3)[N:6]([CH2:16][C:17]3[CH:18]=[CH:19][C:20]([C:21]([O:23][CH3:24])=[O:22])=[CH:25][CH:26]=3)[C:5]=2[CH2:4][CH2:3][CH:2]1[CH2:1][N:27]1[CH2:32][CH2:31][CH2:30][CH2:29][CH2:28]1. The yield is 0.880. (6) The reactants are [C-:1]#[N:2].[K+].[C:4]1([CH:14]=[O:15])[C:13]2[C:8](=[CH:9][CH:10]=[CH:11][CH:12]=2)[CH:7]=[CH:6][CH:5]=1.C(O)(=O)C. The catalyst is CCOCC. The product is [OH:15][CH:14]([C:4]1[C:13]2[C:8](=[CH:9][CH:10]=[CH:11][CH:12]=2)[CH:7]=[CH:6][CH:5]=1)[C:1]#[N:2]. The yield is 0.910. (7) The reactants are [Cl:1][C:2]1[C:11]([F:12])=[CH:10][C:9]([NH2:13])=[C:8]2[C:3]=1[CH:4]=[CH:5][CH:6]=[N:7]2.[C:14]1([S:20](Cl)(=[O:22])=[O:21])[CH:19]=[CH:18][CH:17]=[CH:16][CH:15]=1. The catalyst is CN(C1C=CN=CC=1)C. The product is [Cl:1][C:2]1[C:11]([F:12])=[CH:10][C:9]([NH:13][S:20]([C:14]2[CH:19]=[CH:18][CH:17]=[CH:16][CH:15]=2)(=[O:22])=[O:21])=[C:8]2[C:3]=1[CH:4]=[CH:5][CH:6]=[N:7]2. The yield is 0.160.